From a dataset of NCI-60 drug combinations with 297,098 pairs across 59 cell lines. Regression. Given two drug SMILES strings and cell line genomic features, predict the synergy score measuring deviation from expected non-interaction effect. (1) Drug 1: CCN(CC)CCNC(=O)C1=C(NC(=C1C)C=C2C3=C(C=CC(=C3)F)NC2=O)C. Drug 2: C1CNP(=O)(OC1)N(CCCl)CCCl. Cell line: OVCAR-8. Synergy scores: CSS=-4.82, Synergy_ZIP=1.18, Synergy_Bliss=-2.16, Synergy_Loewe=-3.76, Synergy_HSA=-6.34. (2) Drug 1: C1=NC(=NC(=O)N1C2C(C(C(O2)CO)O)O)N. Drug 2: CN(CC1=CN=C2C(=N1)C(=NC(=N2)N)N)C3=CC=C(C=C3)C(=O)NC(CCC(=O)O)C(=O)O. Cell line: CCRF-CEM. Synergy scores: CSS=16.2, Synergy_ZIP=1.55, Synergy_Bliss=3.98, Synergy_Loewe=-50.6, Synergy_HSA=3.63. (3) Drug 1: CN1C(=O)N2C=NC(=C2N=N1)C(=O)N. Drug 2: CC1C(C(CC(O1)OC2CC(CC3=C2C(=C4C(=C3O)C(=O)C5=CC=CC=C5C4=O)O)(C(=O)C)O)N)O. Cell line: SK-OV-3. Synergy scores: CSS=25.5, Synergy_ZIP=-2.08, Synergy_Bliss=-3.32, Synergy_Loewe=-30.0, Synergy_HSA=-3.15. (4) Drug 1: CC(C1=C(C=CC(=C1Cl)F)Cl)OC2=C(N=CC(=C2)C3=CN(N=C3)C4CCNCC4)N. Drug 2: CCCCCOC(=O)NC1=NC(=O)N(C=C1F)C2C(C(C(O2)C)O)O. Cell line: T-47D. Synergy scores: CSS=-0.638, Synergy_ZIP=0.837, Synergy_Bliss=1.85, Synergy_Loewe=0.0388, Synergy_HSA=0.169. (5) Drug 1: CC12CCC(CC1=CCC3C2CCC4(C3CC=C4C5=CN=CC=C5)C)O. Drug 2: CCC1=C2CN3C(=CC4=C(C3=O)COC(=O)C4(CC)O)C2=NC5=C1C=C(C=C5)O. Cell line: NCI-H460. Synergy scores: CSS=37.4, Synergy_ZIP=5.57, Synergy_Bliss=9.49, Synergy_Loewe=-15.4, Synergy_HSA=8.79. (6) Drug 1: CC1=C(C=C(C=C1)C(=O)NC2=CC(=CC(=C2)C(F)(F)F)N3C=C(N=C3)C)NC4=NC=CC(=N4)C5=CN=CC=C5. Drug 2: COC1=C2C(=CC3=C1OC=C3)C=CC(=O)O2. Cell line: SN12C. Synergy scores: CSS=-5.47, Synergy_ZIP=3.89, Synergy_Bliss=-0.829, Synergy_Loewe=-5.52, Synergy_HSA=-8.86.